From a dataset of Catalyst prediction with 721,799 reactions and 888 catalyst types from USPTO. Predict which catalyst facilitates the given reaction. (1) Reactant: ClB(Cl)Cl.[F:5][C:6]1[CH:11]=[CH:10][C:9]([C:12]2[O:13][C:14]3[CH:24]=[C:23]([O:25][CH2:26][C:27]([F:30])([F:29])[F:28])[C:22]([O:31]C(C)C)=[CH:21][C:15]=3[C:16]=2[C:17]([NH:19][CH3:20])=[O:18])=[CH:8][CH:7]=1. Product: [F:5][C:6]1[CH:7]=[CH:8][C:9]([C:12]2[O:13][C:14]3[CH:24]=[C:23]([O:25][CH2:26][C:27]([F:28])([F:29])[F:30])[C:22]([OH:31])=[CH:21][C:15]=3[C:16]=2[C:17]([NH:19][CH3:20])=[O:18])=[CH:10][CH:11]=1. The catalyst class is: 2. (2) Reactant: [I:1]N1C(=O)CCC1=O.[Cl:9][C:10]1[CH:17]=[C:14]([CH:15]=[O:16])[C:13]([OH:18])=[CH:12][CH:11]=1. Product: [I:1][C:12]1[CH:11]=[C:10]([Cl:9])[CH:17]=[C:14]([CH:15]=[O:16])[C:13]=1[OH:18]. The catalyst class is: 42. (3) Reactant: [NH:1]1[CH2:6][CH2:5][CH2:4][CH:3]([CH2:7][OH:8])[CH2:2]1.[Cl:9][C:10]1[CH:15]=[CH:14][C:13]([C:16]2([C:20](O)=[O:21])[CH2:19][CH2:18][CH2:17]2)=[CH:12][CH:11]=1.C(N(C(C)C)CC)(C)C.C1CN([P+](Br)(N2CCCC2)N2CCCC2)CC1.F[P-](F)(F)(F)(F)F. Product: [Cl:9][C:10]1[CH:11]=[CH:12][C:13]([C:16]2([C:20]([N:1]3[CH2:6][CH2:5][CH2:4][CH:3]([CH2:7][OH:8])[CH2:2]3)=[O:21])[CH2:19][CH2:18][CH2:17]2)=[CH:14][CH:15]=1. The catalyst class is: 4. (4) Reactant: [Cl:1][C:2]1[C:10]([CH3:11])=[N:9][C:8]2[N:4]([N:5]=[C:6]3[CH2:14][N:13]([C:15]([C:17]4[CH:22]=[CH:21][C:20]([F:23])=[CH:19][C:18]=4[O:24][C@@H:25]4[CH2:29][CH2:28][NH:27][CH2:26]4)=[O:16])[CH2:12][C:7]3=2)[C:3]=1[CH3:30].[O:31]1[CH2:36][CH2:35][C:34](=O)[CH2:33][CH2:32]1.C(O[BH-](OC(=O)C)OC(=O)C)(=O)C.[Na+]. Product: [Cl:1][C:2]1[C:10]([CH3:11])=[N:9][C:8]2[N:4]([N:5]=[C:6]3[CH2:14][N:13]([C:15]([C:17]4[CH:22]=[CH:21][C:20]([F:23])=[CH:19][C:18]=4[O:24][C@@H:25]4[CH2:29][CH2:28][N:27]([CH:34]5[CH2:35][CH2:36][O:31][CH2:32][CH2:33]5)[CH2:26]4)=[O:16])[CH2:12][C:7]3=2)[C:3]=1[CH3:30]. The catalyst class is: 279. (5) The catalyst class is: 16. Reactant: C[O:2][C:3]1[CH:4]=[C:5]2[C:10](=[CH:11][C:12]=1[CH3:13])[C:9](=[O:14])[CH2:8][CH2:7][C:6]2([CH3:16])[CH3:15].[C-]#N.[Na+].C#N.Cl. Product: [OH:2][C:3]1[CH:4]=[C:5]2[C:10](=[CH:11][C:12]=1[CH3:13])[C:9](=[O:14])[CH2:8][CH2:7][C:6]2([CH3:16])[CH3:15].